From a dataset of Cav3 T-type calcium channel HTS with 100,875 compounds. Binary Classification. Given a drug SMILES string, predict its activity (active/inactive) in a high-throughput screening assay against a specified biological target. (1) The molecule is s1c(NC(=O)CC(c2ccccc2)C)nnc1. The result is 0 (inactive). (2) The molecule is o1nc(nc1c1c(c2ccccc2)cccc1)c1cccnc1. The result is 1 (active). (3) The molecule is Fc1ccc(NC(=O)C2CCN(CC2)c2nc(nc(c2)C)c2ccccc2)cc1. The result is 1 (active). (4) The molecule is S(=O)(=O)(c1nc(oc1NCc1cccnc1)c1ccccc1)c1ccc(cc1)C. The result is 1 (active). (5) The compound is Clc1ccc(C2NC(=O)NC(O)(C2C(=O)C)C(F)(F)F)cc1. The result is 0 (inactive). (6) The molecule is s1c(CC(=O)Nc2ccc(cc2)c2oc(nn2)c2ccccc2)ccc1. The result is 0 (inactive). (7) The compound is S(=O)(=O)(N(CC)CC)c1ccc(cc1)C(=O)Nc1sc(nn1)C(C)C. The result is 0 (inactive). (8) The result is 0 (inactive). The compound is O=C1NN=C(C(C1)C)c1cc([N+]([O-])=O)c(N(CC)CC)cc1. (9) The compound is O1Cc2c(n(nc2)CC(=O)NC(CCc2occc2)C)c2c1ccc(c2)C. The result is 0 (inactive).